From a dataset of Catalyst prediction with 721,799 reactions and 888 catalyst types from USPTO. Predict which catalyst facilitates the given reaction. (1) Reactant: [C:1]1([Mg]Br)[CH:6]=[CH:5][CH:4]=[CH:3][CH:2]=1.[O:9]1[C:13]2([CH2:18][CH2:17][C:16](=[N:19]S(C(C)(C)C)=O)[CH2:15][CH2:14]2)OCC1.Cl. Product: [NH2:9][C:13]1([C:1]2[CH:6]=[CH:5][CH:4]=[CH:3][CH:2]=2)[CH2:14][CH2:15][C:16](=[O:19])[CH2:17][CH2:18]1. The catalyst class is: 1. (2) Reactant: CCN=C=NCCCN(C)C.Cl.C1C=CC2N(O)N=NC=2C=1.[C:23]1([C@H:33]([N:35]([CH2:43][C@@H:44]2[C@@H:48]([C:49]3[CH:54]=[CH:53][CH:52]=[CH:51][CH:50]=3)[CH2:47][NH:46][CH2:45]2)[C:36](=[O:42])[O:37][C:38]([CH3:41])([CH3:40])[CH3:39])[CH3:34])[C:32]2[C:27](=[CH:28][CH:29]=[CH:30][CH:31]=2)[CH:26]=[CH:25][CH:24]=1.[C:55]([O:64][CH3:65])(=[O:63])[CH2:56][CH2:57][CH2:58][CH2:59][C:60]([O-])=[O:61]. Product: [C:38]([O:37][C:36]([N:35]([CH2:43][C@@:44]1([C:60](=[O:61])[CH2:59][CH2:58][CH2:57][CH2:56][C:55]([O:64][CH3:65])=[O:63])[C@H:48]([C:49]2[CH:50]=[CH:51][CH:52]=[CH:53][CH:54]=2)[CH2:47][NH:46][CH2:45]1)[C@@H:33]([C:23]1[C:32]2[C:27](=[CH:28][CH:29]=[CH:30][CH:31]=2)[CH:26]=[CH:25][CH:24]=1)[CH3:34])=[O:42])([CH3:40])([CH3:41])[CH3:39]. The catalyst class is: 236. (3) Reactant: Br[C:2]1[N:7]=[C:6]([C:8]2[CH:9]=[C:10]([S:14]([NH:17][C:18]([CH3:21])([CH3:20])[CH3:19])(=[O:16])=[O:15])[CH:11]=[CH:12][CH:13]=2)[CH:5]=[CH:4][CH:3]=1.[CH2:22]([Sn:26]([CH2:44][CH2:45][CH2:46][CH3:47])([CH2:40][CH2:41][CH2:42][CH3:43])[Sn:26]([CH2:40][CH2:41][CH2:42][CH3:43])([CH2:44][CH2:45][CH2:46][CH3:47])[CH2:22][CH2:23][CH2:24][CH3:25])[CH2:23][CH2:24][CH3:25]. Product: [C:18]([NH:17][S:14]([C:10]1[CH:11]=[CH:12][CH:13]=[C:8]([C:6]2[CH:5]=[CH:4][CH:3]=[C:2]([Sn:26]([CH2:40][CH2:41][CH2:42][CH3:43])([CH2:44][CH2:45][CH2:46][CH3:47])[CH2:22][CH2:23][CH2:24][CH3:25])[N:7]=2)[CH:9]=1)(=[O:16])=[O:15])([CH3:21])([CH3:20])[CH3:19]. The catalyst class is: 109.